This data is from Reaction yield outcomes from USPTO patents with 853,638 reactions. The task is: Predict the reaction yield, written as a fraction of the theoretical maximum amount of product (1.0 means a 100% yield; for example, 0.34 means a 34% yield). (1) The reactants are [Cl:1][C:2]1[CH:3]=[CH:4][C:5]2[N:11]([CH2:12][C:13]([CH3:17])([CH3:16])[CH2:14][OH:15])[C:10](=[O:18])[C@@H:9]([CH2:19][C:20]([NH:22][CH2:23][CH2:24][C:25]3[CH:30]=[CH:29][C:28]([O:31][CH2:32][C:33]([OH:35])=[O:34])=[CH:27][CH:26]=3)=[O:21])[O:8][C@H:7]([C:36]3[CH:41]=[CH:40][CH:39]=[C:38]([O:42][CH3:43])[C:37]=3[O:44][CH3:45])[C:6]=2[CH:46]=1.N1C=CC=CC=1.[C:53](OCC)(=[O:55])[CH3:54].C(Cl)(=O)C. The catalyst is O. The product is [C:53]([O:15][CH2:14][C:13]([CH3:16])([CH3:17])[CH2:12][N:11]1[C:5]2[CH:4]=[CH:3][C:2]([Cl:1])=[CH:46][C:6]=2[C@@H:7]([C:36]2[CH:41]=[CH:40][CH:39]=[C:38]([O:42][CH3:43])[C:37]=2[O:44][CH3:45])[O:8][C@H:9]([CH2:19][C:20]([NH:22][CH2:23][CH2:24][C:25]2[CH:30]=[CH:29][C:28]([O:31][CH2:32][C:33]([OH:35])=[O:34])=[CH:27][CH:26]=2)=[O:21])[C:10]1=[O:18])(=[O:55])[CH3:54]. The yield is 0.360. (2) The reactants are [Br:1][C:2]1[CH:9]=[CH:8][CH:7]=[CH:6][C:3]=1[CH:4]=[O:5].[N+:10]([O-])([O-:12])=[O:11].[K+]. The catalyst is OS(O)(=O)=O. The product is [Br:1][C:2]1[CH:9]=[CH:8][C:7]([N+:10]([O-:12])=[O:11])=[CH:6][C:3]=1[CH:4]=[O:5]. The yield is 0.940. (3) The reactants are NC[C:3]1[N:8]=[C:7](N(CC(OC(C)(C)C)=O)C(OC(C)(C)C)=O)[CH:6]=[CH:5][CH:4]=1.S1C=CC([S:30]([Cl:33])(=[O:32])=[O:31])=C1. No catalyst specified. The product is [N:8]1[CH:7]=[CH:6][CH:5]=[CH:4][C:3]=1[S:30]([Cl:33])(=[O:32])=[O:31]. The yield is 0.850. (4) The reactants are C([Li])CCC.[CH2:6]([C:8]1[CH:13]=[CH:12][C:11]([O:14][CH3:15])=[CH:10][CH:9]=1)[CH3:7].CN(C)CCN(C)C.[C:24](=[O:26])=[O:25].[OH-].[Na+]. The catalyst is C(OCC)C. The product is [CH2:6]([C:8]1[CH:9]=[CH:10][C:11]([O:14][CH3:15])=[C:12]([CH:13]=1)[C:24]([OH:26])=[O:25])[CH3:7]. The yield is 0.370.